From a dataset of Catalyst prediction with 721,799 reactions and 888 catalyst types from USPTO. Predict which catalyst facilitates the given reaction. (1) Reactant: [Si:1]([O:8][CH:9]([CH2:20][O:21][C:22]1[CH:27]=[CH:26][CH:25]=[C:24]([C:28]2[N:33]=[C:32](Cl)[C:31]([CH3:35])=[C:30]([C:36]3[C:37]([CH3:42])=[N:38][O:39][C:40]=3[CH3:41])[N:29]=2)[CH:23]=1)[CH2:10][N:11]([CH3:19])[C:12](=[O:18])[O:13][C:14]([CH3:17])([CH3:16])[CH3:15])([C:4]([CH3:7])([CH3:6])[CH3:5])([CH3:3])[CH3:2].[O:43]1[CH2:48][CH2:47][CH:46]([CH2:49][OH:50])[CH2:45][CH2:44]1.C([O-])([O-])=O.[Cs+].[Cs+]. Product: [Si:1]([O:8][CH:9]([CH2:20][O:21][C:22]1[CH:27]=[CH:26][CH:25]=[C:24]([C:28]2[N:29]=[C:30]([C:36]3[C:37]([CH3:42])=[N:38][O:39][C:40]=3[CH3:41])[C:31]([CH3:35])=[C:32]([O:50][CH2:49][CH:46]3[CH2:47][CH2:48][O:43][CH2:44][CH2:45]3)[N:33]=2)[CH:23]=1)[CH2:10][N:11]([CH3:19])[C:12](=[O:18])[O:13][C:14]([CH3:17])([CH3:16])[CH3:15])([C:4]([CH3:7])([CH3:6])[CH3:5])([CH3:3])[CH3:2]. The catalyst class is: 197. (2) Reactant: [NH2:1][C:2]1[N:10]=[CH:9][CH:8]=[CH:7][C:3]=1[C:4]([OH:6])=O.ON1C2C=CC=CC=2N=N1.CCN=C=NCCCN(C)C.[CH3:32][C:33]1[CH:34]=[C:35]([CH:45]=[CH:46][C:47]=1[CH3:48])[O:36][C:37]1[CH:44]=[CH:43][C:40]([CH2:41][NH2:42])=[CH:39][CH:38]=1.C(=O)(O)[O-].[Na+]. Product: [CH3:32][C:33]1[CH:34]=[C:35]([CH:45]=[CH:46][C:47]=1[CH3:48])[O:36][C:37]1[CH:44]=[CH:43][C:40]([CH2:41][NH:42][C:4](=[O:6])[C:3]2[CH:7]=[CH:8][CH:9]=[N:10][C:2]=2[NH2:1])=[CH:39][CH:38]=1. The catalyst class is: 3. (3) Reactant: [NH2:1][C:2]1[N:10]=[CH:9][N:8]=[C:7]2[C:3]=1[N:4]=[CH:5][N:6]2[C@@H:11]1[O:15][C@:14]([CH3:26])([O:16][CH2:17][P:18](=[O:25])([O:22][CH2:23][CH3:24])[O:19][CH2:20][CH3:21])[C@@H:13]([O:27][Si](C(C)(C)C)(C)C)[C@H:12]1[O:35][Si](C(C)(C)C)(C)C.[F-].C([N+](CCCC)(CCCC)CCCC)CCC. Product: [NH2:1][C:2]1[N:10]=[CH:9][N:8]=[C:7]2[C:3]=1[N:4]=[CH:5][N:6]2[C@@H:11]1[O:15][C@:14]([CH3:26])([O:16][CH2:17][P:18](=[O:25])([O:19][CH2:20][CH3:21])[O:22][CH2:23][CH3:24])[C@@H:13]([OH:27])[C@H:12]1[OH:35]. The catalyst class is: 1. (4) Reactant: Br[C:2]1[C:7]([N+:8]([O-:10])=[O:9])=[CH:6][C:5]([F:11])=[CH:4][N:3]=1.[NH3:12]. Product: [F:11][C:5]1[CH:6]=[C:7]([N+:8]([O-:10])=[O:9])[C:2]([NH2:12])=[N:3][CH:4]=1. The catalyst class is: 5. (5) Product: [C:1]1([CH:7]([C:20]2[CH:25]=[CH:24][C:23]([C:26]([F:29])([F:27])[F:28])=[CH:22][CH:21]=2)[CH:8]2[CH2:9][CH2:10][N:11]([CH2:14][C:15]([OH:17])=[O:16])[CH2:12][CH2:13]2)[CH:6]=[CH:5][CH:4]=[CH:3][CH:2]=1. Reactant: [C:1]1([CH:7]([C:20]2[CH:25]=[CH:24][C:23]([C:26]([F:29])([F:28])[F:27])=[CH:22][CH:21]=2)[CH:8]2[CH2:13][CH2:12][N:11]([CH2:14][C:15]([O:17]CC)=[O:16])[CH2:10][CH2:9]2)[CH:6]=[CH:5][CH:4]=[CH:3][CH:2]=1.O[Li].O. The catalyst class is: 36. (6) Reactant: O.ON1C2C=CC=CC=2N=N1.Cl.CN(C)CCCN=C=NCC.Cl.[Cl:25][CH2:26][CH2:27][NH2:28].[C:29]1([C:35]2([C:55]3[CH:60]=[CH:59][CH:58]=[CH:57][CH:56]=3)[CH2:43][C:42]3[N:41]([CH2:44][O:45][CH2:46][CH2:47][Si:48]([CH3:51])([CH3:50])[CH3:49])[N:40]=[C:39]([C:52](O)=[O:53])[C:38]=3[CH:37]=[CH:36]2)[CH:34]=[CH:33][CH:32]=[CH:31][CH:30]=1. Product: [Cl:25][CH2:26][CH2:27][NH:28][C:52]([C:39]1[C:38]2[CH:37]=[CH:36][C:35]([C:29]3[CH:34]=[CH:33][CH:32]=[CH:31][CH:30]=3)([C:55]3[CH:60]=[CH:59][CH:58]=[CH:57][CH:56]=3)[CH2:43][C:42]=2[N:41]([CH2:44][O:45][CH2:46][CH2:47][Si:48]([CH3:51])([CH3:50])[CH3:49])[N:40]=1)=[O:53]. The catalyst class is: 236. (7) Reactant: [ClH:1].[C:2](=[NH:6])([NH2:5])[CH2:3][CH3:4].[F:7][C:8]1[CH:13]=[CH:12][C:11]([F:14])=[CH:10][C:9]=1[C:15]1[S:19][C:18](CCC#N)([C:20]2[CH:25]=[CH:24][CH:23]=[CH:22][CH:21]=2)[N:17]([C:30](=[O:35])[C@@H:31]([O:33][CH3:34])[CH3:32])[N:16]=1.Cl.N. Product: [ClH:1].[F:7][C:8]1[CH:13]=[CH:12][C:11]([F:14])=[CH:10][C:9]=1[C:15]1[S:19][C:18]([CH2:4][CH2:3][C:2](=[NH:5])[NH2:6])([C:20]2[CH:25]=[CH:24][CH:23]=[CH:22][CH:21]=2)[N:17]([C:30](=[O:35])[C@@H:31]([O:33][CH3:34])[CH3:32])[N:16]=1. The catalyst class is: 8. (8) Reactant: [P:1]([O:17][CH3:18])([O:15][CH3:16])([O:3][C:4]1[CH:9]=[C:8]([CH:10]([CH3:12])[CH3:11])[CH:7]=[C:6](C=O)[CH:5]=1)=[O:2].NC[C@@H](O)[C@@H](NC(=O)C1C=CC=C(C(N(C)CC2SC=C(C)N=2)=O)C=1)CC1C=CC=CC=1.CC(O)=O.[BH-](OC(C)=O)(OC(C)=O)OC(C)=O.[Na+]. Product: [P:1]([O:15][CH3:16])([O:17][CH3:18])([O:3][C:4]1[CH:9]=[C:8]([CH:10]([CH3:12])[CH3:11])[CH:7]=[CH:6][CH:5]=1)=[O:2]. The catalyst class is: 387. (9) The catalyst class is: 1. Reactant: [C:1]([C:3]1[CH:8]=[CH:7][C:6]([CH:9]2[C:18]3[C:17](=[O:19])[NH:16][CH:15]=[CH:14][C:13]=3[NH:12][C:11]([CH3:20])=[C:10]2[C:21]#[N:22])=[C:5]([O:23][CH3:24])[CH:4]=1)#[N:2].FC(F)(F)S(O[CH2:31][CH3:32])(=O)=O.CO. Product: [C:1]([C:3]1[CH:8]=[CH:7][C:6]([CH:9]2[C:18]3[C:13](=[CH:14][CH:15]=[N:16][C:17]=3[O:19][CH2:31][CH3:32])[NH:12][C:11]([CH3:20])=[C:10]2[C:21]#[N:22])=[C:5]([O:23][CH3:24])[CH:4]=1)#[N:2].